This data is from Full USPTO retrosynthesis dataset with 1.9M reactions from patents (1976-2016). The task is: Predict the reactants needed to synthesize the given product. (1) Given the product [NH2:14][C@@H:12]([C:9]1[CH:10]=[CH:11][C:6]([OH:5])=[CH:7][CH:8]=1)[CH3:13], predict the reactants needed to synthesize it. The reactants are: C([O:5][C:6]1[CH:11]=[CH:10][C:9]([C@H:12]([NH2:14])[CH3:13])=[CH:8][CH:7]=1)(C)(C)C.[OH-].[Na+]. (2) Given the product [Si:28]([O:1][CH:2]1[C:7](=[O:8])[CH2:6][CH:5]([C:9]2[CH:14]=[CH:13][N:12]=[CH:11][C:10]=2[N+:15]([O-:17])=[O:16])[O:4][CH:3]1[CH3:18])([C:25]([CH3:27])([CH3:26])[CH3:24])([CH3:30])[CH3:29], predict the reactants needed to synthesize it. The reactants are: [OH:1][CH:2]1[C:7](=[O:8])[CH2:6][CH:5]([C:9]2[CH:14]=[CH:13][N:12]=[CH:11][C:10]=2[N+:15]([O-:17])=[O:16])[O:4][CH:3]1[CH3:18].N1C=CN=C1.[CH3:24][C:25]([Si:28](Cl)([CH3:30])[CH3:29])([CH3:27])[CH3:26]. (3) Given the product [CH2:30]([O:29][C:27](=[O:28])[CH2:26][O:18][C:4]1[CH:5]=[C:6]([C:9]2[NH:17][C:12]3=[N:13][CH:14]=[CH:15][N:16]=[C:11]3[CH:10]=2)[CH:7]=[CH:8][C:3]=1[O:2][CH3:1])[CH3:31], predict the reactants needed to synthesize it. The reactants are: [CH3:1][O:2][C:3]1[CH:8]=[CH:7][C:6]([C:9]2[NH:17][C:12]3=[N:13][CH:14]=[CH:15][N:16]=[C:11]3[CH:10]=2)=[CH:5][C:4]=1[OH:18].C(=O)([O-])[O-].[Cs+].[Cs+].Cl[CH2:26][C:27]([O:29][CH2:30][CH3:31])=[O:28]. (4) The reactants are: [C:1]([OH:10])(=[O:9])[C@@H:2]([C@H:4]([C:6]([OH:8])=[O:7])[OH:5])[OH:3].[CH3:11][N:12]1[CH2:19][C@@H:18]2[C@@H:14]([N:15]([C:20]3[CH:25]=[CH:24][C:23]([C:26]4[CH:31]=[CH:30][C:29]([N:32]5[C:37](=[O:38])[CH:36]=[CH:35][CH:34]=[N:33]5)=[CH:28][CH:27]=4)=[CH:22][CH:21]=3)[CH2:16][CH2:17]2)[CH2:13]1. Given the product [C:6]([C@@H:4]([C@H:2]([C:1]([OH:10])=[O:9])[OH:3])[OH:5])([OH:8])=[O:7].[CH3:11][N:12]1[CH2:19][C@@H:18]2[C@@H:14]([N:15]([C:20]3[CH:25]=[CH:24][C:23]([C:26]4[CH:31]=[CH:30][C:29]([N:32]5[C:37](=[O:38])[CH:36]=[CH:35][CH:34]=[N:33]5)=[CH:28][CH:27]=4)=[CH:22][CH:21]=3)[CH2:16][CH2:17]2)[CH2:13]1, predict the reactants needed to synthesize it. (5) Given the product [O:1]([CH2:21][CH2:22][NH:23][C:24]([C:26]1[S:27][C:28]2[CH:34]=[CH:33][C:32]([O:35][CH3:36])=[C:31]([NH2:37])[C:29]=2[N:30]=1)=[O:25])[CH2:2][CH2:3][NH:4][C:5]([C:7]1[S:8][C:9]2[CH:15]=[CH:14][C:13]([O:16][CH3:17])=[C:12]([NH2:18])[C:10]=2[N:11]=1)=[O:6], predict the reactants needed to synthesize it. The reactants are: [O:1]([CH2:21][CH2:22][NH:23][C:24]([C:26]1[S:27][C:28]2[CH:34]=[CH:33][C:32]([O:35][CH3:36])=[C:31]([N+:37]([O-])=O)[C:29]=2[N:30]=1)=[O:25])[CH2:2][CH2:3][NH:4][C:5]([C:7]1[S:8][C:9]2[CH:15]=[CH:14][C:13]([O:16][CH3:17])=[C:12]([N+:18]([O-])=O)[C:10]=2[N:11]=1)=[O:6].O. (6) Given the product [CH3:1][N:2]1[CH2:19][CH:18]2[CH:4]([C:5]3[CH:6]=[CH:7][CH:8]=[CH:9][C:10]=3[O:11][C:12]3[CH:13]=[CH:14][C:15]([Cl:20])=[CH:16][C:17]=32)[CH2:3]1.[C:21]([O-:33])(=[O:32])[CH2:22][C:23]([CH2:28][C:29]([O-:31])=[O:30])([C:25]([O-:27])=[O:26])[OH:24], predict the reactants needed to synthesize it. The reactants are: [CH3:1][N:2]1[CH2:19][CH:18]2[CH:4]([C:5]3[CH:6]=[CH:7][CH:8]=[CH:9][C:10]=3[O:11][C:12]3[CH:13]=[CH:14][C:15]([Cl:20])=[CH:16][C:17]=32)[CH2:3]1.[C:21]([OH:33])(=[O:32])[CH2:22][C:23]([CH2:28][C:29]([OH:31])=[O:30])([C:25]([OH:27])=[O:26])[OH:24].